This data is from Catalyst prediction with 721,799 reactions and 888 catalyst types from USPTO. The task is: Predict which catalyst facilitates the given reaction. (1) Reactant: [CH2:1](O)[CH3:2].Cl.[OH:5][C:6]1[CH:11]=[CH:10][CH:9]=[CH:8][C:7]=1[CH2:12][CH2:13][NH:14][CH:15]1[CH2:24][CH2:23][CH2:22][C:21]2[N:20]=[C:19]([C:25]([OH:27])=[O:26])[CH:18]=[CH:17][C:16]1=2.C(=O)(O)[O-].[Na+]. Product: [OH:5][C:6]1[CH:11]=[CH:10][CH:9]=[CH:8][C:7]=1[CH2:12][CH2:13][NH:14][CH:15]1[CH2:24][CH2:23][CH2:22][C:21]2[N:20]=[C:19]([C:25]([O:27][CH2:1][CH3:2])=[O:26])[CH:18]=[CH:17][C:16]1=2. The catalyst class is: 155. (2) Reactant: [C:1]([O:5][C:6](=[O:34])[NH:7][CH2:8][CH2:9][CH2:10][NH:11][CH:12]([C:16]1[N:17]([CH2:27][C:28]2[CH:33]=[CH:32][CH:31]=[CH:30][CH:29]=2)[C:18](=[O:26])[C:19]2[C:24]([CH3:25])=[N:23][O:22][C:20]=2[N:21]=1)[CH:13]([CH3:15])[CH3:14])([CH3:4])([CH3:3])[CH3:2].[C:35]1(C)[C:36]([C:41](Cl)=[O:42])=[CH:37][CH:38]=[CH:39][CH:40]=1.[CH2:45](N(CC)CC)C. Product: [C:1]([O:5][C:6](=[O:34])[NH:7][CH2:8][CH2:9][CH2:10][N:11]([CH:12]([C:16]1[N:17]([CH2:27][C:28]2[CH:29]=[CH:30][CH:31]=[CH:32][CH:33]=2)[C:18](=[O:26])[C:19]2[C:24]([CH3:25])=[N:23][O:22][C:20]=2[N:21]=1)[CH:13]([CH3:15])[CH3:14])[C:41](=[O:42])[C:36]1[CH:35]=[CH:40][C:39]([CH3:45])=[CH:38][CH:37]=1)([CH3:3])([CH3:4])[CH3:2]. The catalyst class is: 4. (3) Reactant: [Br:1][C:2]1[CH:7]=[CH:6][CH:5]=[CH:4][C:3]=1[C:8]1(O)[C:20]2[CH:19]=[CH:18][CH:17]=[CH:16][C:15]=2[C:14]2[C:9]1=[CH:10][CH:11]=[CH:12][CH:13]=2.[C:22]1([C:47]2[CH:52]=[CH:51][CH:50]=[CH:49][CH:48]=2)[CH:27]=[CH:26][C:25]([N:28]([C:35]2[CH:40]=[CH:39][C:38]([C:41]3[CH:46]=[CH:45][CH:44]=[CH:43][CH:42]=3)=[CH:37][CH:36]=2)[C:29]2[CH:34]=[CH:33][CH:32]=[CH:31][CH:30]=2)=[CH:24][CH:23]=1.FC(F)(F)S(O)(=O)=O.O1CCOCC1. Product: [C:38]1([C:41]2[CH:42]=[CH:43][CH:44]=[CH:45][CH:46]=2)[CH:37]=[CH:36][C:35]([N:28]([C:25]2[CH:26]=[CH:27][C:22]([C:47]3[CH:52]=[CH:51][CH:50]=[CH:49][CH:48]=3)=[CH:23][CH:24]=2)[C:29]2[CH:34]=[CH:33][C:32]([C:8]3([C:3]4[CH:4]=[CH:5][CH:6]=[CH:7][C:2]=4[Br:1])[C:20]4[CH:19]=[CH:18][CH:17]=[CH:16][C:15]=4[C:14]4[C:9]3=[CH:10][CH:11]=[CH:12][CH:13]=4)=[CH:31][CH:30]=2)=[CH:40][CH:39]=1. The catalyst class is: 6. (4) Reactant: [C:1]([C:4]1[CH:9]=[CH:8][C:7]([CH2:10][NH:11][C:12](=[O:14])[CH3:13])=[CH:6][CH:5]=1)(=[O:3])[CH3:2].[BH4-].[Na+].Cl. Product: [OH:3][CH:1]([C:4]1[CH:9]=[CH:8][C:7]([CH2:10][NH:11][C:12](=[O:14])[CH3:13])=[CH:6][CH:5]=1)[CH3:2]. The catalyst class is: 5. (5) The catalyst class is: 33. Reactant: [Br:1][C:2]1[C:6]([C:7]#[N:8])=[C:5]([Br:9])[S:4][C:3]=1[C:10]([OH:12])=O.S(Cl)(Cl)=O.C(#[N:19])C.C(Cl)Cl.N.O1CCOCC1. Product: [Br:1][C:2]1[C:6]([C:7]#[N:8])=[C:5]([Br:9])[S:4][C:3]=1[C:10]([NH2:19])=[O:12]. (6) Reactant: [CH3:1][C:2]([C:9]1[CH:14]=[CH:13][C:12]([N+:15]([O-:17])=[O:16])=[CH:11][CH:10]=1)([CH3:8])[C:3](OCC)=[O:4]. Product: [CH3:8][C:2]([C:9]1[CH:14]=[CH:13][C:12]([N+:15]([O-:17])=[O:16])=[CH:11][CH:10]=1)([CH3:1])[CH2:3][OH:4]. The catalyst class is: 1. (7) Reactant: [Cl:1][C:2]1[CH:3]=[C:4]([CH2:18][C:19]([O:21][CH3:22])=[O:20])[CH:5]=[CH:6][C:7]=1[O:8][C:9]1[N:13]([CH3:14])[N:12]=[C:11]([CH3:15])[C:10]=1[CH2:16]O.C([SiH](CC)CC)C. Product: [Cl:1][C:2]1[CH:3]=[C:4]([CH2:18][C:19]([O:21][CH3:22])=[O:20])[CH:5]=[CH:6][C:7]=1[O:8][C:9]1[N:13]([CH3:14])[N:12]=[C:11]([CH3:15])[C:10]=1[CH3:16]. The catalyst class is: 55.